Dataset: Reaction yield outcomes from USPTO patents with 853,638 reactions. Task: Predict the reaction yield, written as a fraction of the theoretical maximum amount of product (1.0 means a 100% yield; for example, 0.34 means a 34% yield). The reactants are [Br:1][C:2]1[CH:7]=[C:6]([CH2:8][CH3:9])[C:5]([OH:10])=[C:4]([Cl:11])[CH:3]=1.[H-].[Na+].[CH3:14][O:15][CH2:16][CH2:17][O:18][CH2:19]Cl. The catalyst is C1COCC1. The product is [Br:1][C:2]1[CH:7]=[C:6]([CH2:8][CH3:9])[C:5]([O:10][CH2:14][O:15][CH2:16][CH2:17][O:18][CH3:19])=[C:4]([Cl:11])[CH:3]=1. The yield is 0.760.